Dataset: Forward reaction prediction with 1.9M reactions from USPTO patents (1976-2016). Task: Predict the product of the given reaction. (1) Given the reactants [C:1]([N:4]1[C:13]2[C:8](=[CH:9][C:10](Br)=[CH:11][CH:12]=2)[C@H:7]([NH:15][C:16]2[CH:23]=[CH:22][C:19]([C:20]#[N:21])=[CH:18][N:17]=2)[CH2:6][C@@H:5]1[CH3:24])(=[O:3])[CH3:2].[CH3:25][O:26][CH2:27][CH2:28][N:29]1[CH:33]=[C:32](B2OC(C)(C)C(C)(C)O2)[CH:31]=[N:30]1.C(=O)([O-])[O-].[K+].[K+].O1CCOCC1, predict the reaction product. The product is: [C:1]([N:4]1[C:13]2[C:8](=[CH:9][C:10]([C:32]3[CH:31]=[N:30][N:29]([CH2:28][CH2:27][O:26][CH3:25])[CH:33]=3)=[CH:11][CH:12]=2)[C@H:7]([NH:15][C:16]2[CH:23]=[CH:22][C:19]([C:20]#[N:21])=[CH:18][N:17]=2)[CH2:6][C@@H:5]1[CH3:24])(=[O:3])[CH3:2]. (2) Given the reactants [Cl:1][C:2]1[CH:7]=[C:6]([Cl:8])[CH:5]=[CH:4][C:3]=1[CH2:9][C:10](=[N:12][OH:13])[CH3:11].C([BH3-])#N.[Na+], predict the reaction product. The product is: [Cl:1][C:2]1[CH:7]=[C:6]([Cl:8])[CH:5]=[CH:4][C:3]=1[CH2:9][CH:10]([NH:12][OH:13])[CH3:11]. (3) Given the reactants [CH3:1][O:2][C:3]1[CH:8]=[CH:7][C:6]([NH2:9])=[CH:5][CH:4]=1.CC(O)=O.[F:14][C:15]1[CH:22]=[C:21]([OH:23])[CH:20]=[CH:19][C:16]=1[CH:17]=O.[BH-](OC(C)=O)(OC(C)=O)OC(C)=O.[Na+], predict the reaction product. The product is: [F:14][C:15]1[CH:22]=[C:21]([OH:23])[CH:20]=[CH:19][C:16]=1[CH2:17][NH:9][C:6]1[CH:7]=[CH:8][C:3]([O:2][CH3:1])=[CH:4][CH:5]=1.